Dataset: Experimentally validated miRNA-target interactions with 360,000+ pairs, plus equal number of negative samples. Task: Binary Classification. Given a miRNA mature sequence and a target amino acid sequence, predict their likelihood of interaction. (1) The miRNA is hsa-miR-3141 with sequence GAGGGCGGGUGGAGGAGGA. The protein sequence of the target gene is MSVNTDELRHQVMINQFVLAAGCAADQAQQLLQAAHWQFETALSTFFQESNIPNSHHHPQMMCTPSNTPATPPNFPDALAMFSKLRTSEGLQSSSSSPMAAVACSPPANFSPFWAASPPNHQVPWIPPSSPNTFHLHCPQPTWPPGASQGGAPQKAMAAMDGQR. Result: 0 (no interaction). (2) The miRNA is mmu-miR-5627-3p with sequence ACAGGGCUCUCCGGCGCCCCUCGU. The protein sequence of the target gene is MPRRRPPASGAAQFPERIATRSPDPIPLCTFQRQPRAAPVQPPCRLFFVTFAGCGHRWRSESKPGWISRSRSGIALRAARPPGSSPPRPAAPRPPPPGGVVAEAPGDVVIPRPRVQPMRVARGGPWTPNPAFREAESWSQIGNQRVSEQLLETSLGNEVSDTEPLSPASAGLRRNPALPPGPFAQNFSWGNQENLPPALGKIANGGGTGAGKAECGYETESHLLEPHEIPLNVNTHKFSDCEFPYEFCTVCFSPFKLLGMSGVEGVWNQHSRSASMHTFLNHSATGIREAGCRKDMPVSE.... Result: 0 (no interaction). (3) Result: 0 (no interaction). The miRNA is hsa-miR-3667-3p with sequence ACCUUCCUCUCCAUGGGUCUUU. The protein sequence of the target gene is MRLLALAAAALLARAPAPEVCAALNVTVSPGPVVDYLEGENATLLCHVSQKRRKDSLLAVRWFFAHSFDSQEALMVKMTKLRVVQYYGNFSRSAKRRRLRLLEEQRGALYRLSVLTLQPSDQGHYVCRVQEISRHRNKWTAWSNGSSATEMRVISLKASEESSFEKTKETWAFFEDLYVYAVLVCCVGILSILLFMLVIVWQSVFNKRKSRVRHYLVKCPQNSSGETVTSVTSLAPLQPKKGKRQKEKPDIPPAVPAKAPIAPTFHKPKLLKPQRKVTLPKIAEENLTYAELELIKPHRA.... (4) The miRNA is mmu-miR-34b-5p with sequence AGGCAGUGUAAUUAGCUGAUUGU. The protein sequence of the target gene is MARRPLWWGLPGPSTPVLLLLLLSLFPFSREELGGGGDQDWDPGVATTTGPRAQIGSGAVALCPESPGVWEDGDPGLGVREPVFMRLRVGRQNARNGRGAPEQPNAEVVVQALGSREQEAGQGPGYLLCWHPEISSCGRTGPLRRGSLPLDALSPGDSDLRNSSPHPSELLAQPDGSRPVAFQRNARRSIRKRVETSRCCGKLWEPGHKGQGERSATSTVDRGPFRRDCLPGSLGSGLGEDSAPRAVRTAPTPGSAPRESRTAPGRMRSRGLFRRRFLFERPGPRPPGFPTGPEAKQILS.... Result: 1 (interaction). (5) The miRNA is hsa-miR-3613-3p with sequence ACAAAAAAAAAAGCCCAACCCUUC. The protein sequence of the target gene is MMSEQDLADVVQIAVEDLSPDHPVVLENHVVTDDDEPALKRQRLEINCQDPSIKSFLYSINQTICLRLDSIEAKLQALEATCKSLEEKLDLVTNKQHSPIQVPMVAGSPLGATQTCNKVRCVVPQTTVILNNDRQNAIVAKMEDPLSNRAPDSLENIISNAVPGRRQNTIVVKVPGQDDSHNEDGESGSEASDSVSNCGQPGSQNIGSNVTLITLNSEEDYPNGTWLGDENNPEMRVRCAIIPSDMLHISTNCRTAEKMALTLLDYLFHREVQAVSNLSGQGKHGKKQLDPLTIYGIRCH.... Result: 0 (no interaction). (6) The miRNA is hsa-miR-4457 with sequence UCACAAGGUAUUGACUGGCGUA. The protein sequence of the target gene is MDEEEVEVVESPSEVLQPEVTVVVTGEPPEAAEEDLDYEEEEETSPEVIETLSLLDVLRVSAVMEDVIDQLSILGYIIPVQYERRQSLTQKASHEGASMITTTPKKSTSLLTKEKSMMAENKQRGQDFTFKKPTKQTMMTLETLKKIQNDRQYFSDVIANAMMEMQDSGSFTSLLKALGKERDSKMNFHDVITREEKGRKQIKTLQKQLLDVKRERQMQVQNGNEYIAHLRDQLQEMKAKTNLENLYMKRNAELQISQTQKKCNRAEELLLEEIEKLRMKTEEENRVHTEIEMFLKKQQQ.... Result: 0 (no interaction).